From a dataset of Forward reaction prediction with 1.9M reactions from USPTO patents (1976-2016). Predict the product of the given reaction. Given the reactants Cl[C:2]1[N:7]=[C:6]([NH:8][C@H:9]([C:11]2[N:16]=[CH:15][C:14]([F:17])=[CH:13][N:12]=2)[CH3:10])[N:5]=[C:4]([NH:18][C:19]2[N:20]=[CH:21][N:22]([CH2:24][C:25]([F:28])([F:27])[F:26])[CH:23]=2)[N:3]=1.[NH:29]1[CH2:34][CH2:33][O:32][CH2:31][CH2:30]1, predict the reaction product. The product is: [F:17][C:14]1[CH:13]=[N:12][C:11]([C@@H:9]([NH:8][C:6]2[N:5]=[C:4]([NH:18][C:19]3[N:20]=[CH:21][N:22]([CH2:24][C:25]([F:28])([F:27])[F:26])[CH:23]=3)[N:3]=[C:2]([N:29]3[CH2:34][CH2:33][O:32][CH2:31][CH2:30]3)[N:7]=2)[CH3:10])=[N:16][CH:15]=1.